This data is from Full USPTO retrosynthesis dataset with 1.9M reactions from patents (1976-2016). The task is: Predict the reactants needed to synthesize the given product. (1) Given the product [CH:18]1[C:8]2[NH:7][C:1]3[C:2](=[CH:3][CH:4]=[CH:5][CH:6]=3)[C:9]=2[CH:10]=[C:11]([C:12]([O:14][CH2:15][CH3:16])=[O:13])[CH:17]=1, predict the reactants needed to synthesize it. The reactants are: [C:1]1([NH:7][C:8]2[CH:18]=[CH:17][C:11]([C:12]([O:14][CH2:15][CH3:16])=[O:13])=[CH:10][CH:9]=2)[CH:6]=[CH:5][CH:4]=[CH:3][CH:2]=1.C(O)(=O)C. (2) Given the product [B:39]([C:36]1[CH:37]=[CH:38][C:33]([C:20]2[C:21]([CH3:32])([CH3:31])[C@H:22]3[C@:17]([CH3:42])([CH2:18][CH:19]=2)[C@@H:16]2[C@:25]([CH3:30])([C@@:26]4([CH3:29])[C@H:13]([CH2:14][CH2:15]2)[C@H:12]2[C@H:43]([C:46]([CH3:48])=[CH2:47])[CH2:44][CH2:45][C@:11]2([C:9]([OH:10])=[O:8])[CH2:28][CH2:27]4)[CH2:24][CH2:23]3)=[CH:34][CH:35]=1)([OH:41])[OH:40], predict the reactants needed to synthesize it. The reactants are: C([O:8][C:9]([C@:11]12[CH2:45][CH2:44][C@@H:43]([C:46]([CH3:48])=[CH2:47])[C@@H:12]1[C@@H:13]1[C@@:26]([CH3:29])([CH2:27][CH2:28]2)[C@@:25]2([CH3:30])[C@@H:16]([C@:17]3([CH3:42])[C@@H:22]([CH2:23][CH2:24]2)[C:21]([CH3:32])([CH3:31])[C:20]([C:33]2[CH:38]=[CH:37][C:36]([B:39]([OH:41])[OH:40])=[CH:35][CH:34]=2)=[CH:19][CH2:18]3)[CH2:15][CH2:14]1)=[O:10])C1C=CC=CC=1.N#N.B(Br)(Br)Br. (3) Given the product [F:18][C:17]([F:20])([F:19])[C:13]1[CH:12]=[CH:11][C:10]([S:7]([C:1]2[CH:6]=[CH:5][CH:4]=[CH:3][CH:2]=2)(=[O:9])=[O:8])=[CH:16][C:14]=1[S:26]([Cl:21])(=[O:28])=[O:27], predict the reactants needed to synthesize it. The reactants are: [C:1]1([S:7]([C:10]2[CH:11]=[CH:12][C:13]([C:17]([F:20])([F:19])[F:18])=[C:14]([CH:16]=2)N)(=[O:9])=[O:8])[CH:6]=[CH:5][CH:4]=[CH:3][CH:2]=1.[ClH:21].N([O-])=O.[Na+].[S:26](=[O:28])=[O:27].